From a dataset of Full USPTO retrosynthesis dataset with 1.9M reactions from patents (1976-2016). Predict the reactants needed to synthesize the given product. (1) Given the product [CH:38]([N:41]1[CH2:46][CH2:45][N:44]([C:18]([C:14]2[CH:15]=[C:16]3[C:11](=[CH:12][CH:13]=2)[N:10]([CH2:21][C:22]([F:23])([F:25])[F:24])[C:9]([C:7]([N:1]2[CH2:6][CH2:5][O:4][CH2:3][CH2:2]2)=[O:8])=[CH:17]3)=[O:20])[CH2:43][CH2:42]1)([CH3:40])[CH3:39], predict the reactants needed to synthesize it. The reactants are: [N:1]1([C:7]([C:9]2[N:10]([CH2:21][C:22]([F:25])([F:24])[F:23])[C:11]3[C:16]([CH:17]=2)=[CH:15][C:14]([C:18]([OH:20])=O)=[CH:13][CH:12]=3)=[O:8])[CH2:6][CH2:5][O:4][CH2:3][CH2:2]1.C(N1C=CN=C1)(N1C=CN=C1)=O.[CH:38]([N:41]1[CH2:46][CH2:45][NH:44][CH2:43][CH2:42]1)([CH3:40])[CH3:39]. (2) Given the product [CH:19]1([C:9]2[C:10]3[C:15](=[CH:14][C:13]([C:16]([OH:18])=[O:17])=[CH:12][CH:11]=3)[N:7]([CH2:6][C:4]([N:2]3[CH2:1][CH2:61][CH:51]([N:52]([CH2:55][CH3:56])[CH2:53][CH3:49])[CH2:50][CH2:3]3)=[O:5])[C:8]=2[C:25]2[CH:26]=[C:27]3[C:32](=[CH:33][CH:34]=2)[N:31]=[C:30]([C:35]2[S:39][C:38]([CH3:40])=[N:37][C:36]=2[CH3:41])[CH:29]=[CH:28]3)[CH2:20][CH2:21][CH2:22][CH2:23][CH2:24]1, predict the reactants needed to synthesize it. The reactants are: [CH3:1][N:2]([C:4]([CH2:6][N:7]1[C:15]2[C:10](=[CH:11][CH:12]=[C:13]([C:16]([OH:18])=[O:17])[CH:14]=2)[C:9]([CH:19]2[CH2:24][CH2:23][CH2:22][CH2:21][CH2:20]2)=[C:8]1[C:25]1[CH:26]=[C:27]2[C:32](=[CH:33][CH:34]=1)[N:31]=[C:30]([C:35]1[S:39][C:38]([CH3:40])=[N:37][C:36]=1[CH3:41])[CH:29]=[CH:28]2)=[O:5])[CH3:3].COC(C1C=[C:53]2[C:49]([C:50](C3CCCCC3)=[C:51]([C:61]3C=C4C(=CC=3)N=C(C3SC(C)=NC=3C)C=C4)[N:52]2[CH2:55][C:56](=O)N(C)C)=CC=1)=O.CN(C)C1CCNCC1. (3) Given the product [CH3:1][O:2][C:3]1[CH:4]=[C:5]2[C:9](=[CH:10][CH:11]=1)[NH:8][C:7](=[O:12])/[C:6]/2=[CH:13]/[C:14]1[CH:22]=[C:21]2[C:17]([C:18](/[CH:23]=[CH:24]/[C:25]3[CH:30]=[CH:29][CH:28]=[CH:27][N+:26]=3[O-:39])=[N:19][NH:20]2)=[CH:16][CH:15]=1, predict the reactants needed to synthesize it. The reactants are: [CH3:1][O:2][C:3]1[CH:4]=[C:5]2[C:9](=[CH:10][CH:11]=1)[NH:8][C:7](=[O:12])/[C:6]/2=[CH:13]/[C:14]1[CH:22]=[C:21]2[C:17]([C:18](/[CH:23]=[CH:24]/[C:25]3[CH:30]=[CH:29][CH:28]=[CH:27][N:26]=3)=[N:19][NH:20]2)=[CH:16][CH:15]=1.C1C=C(Cl)C=C(C(OO)=[O:39])C=1. (4) Given the product [Br:1][C:2]1[CH:7]=[CH:6][C:5]([CH2:8][Br:10])=[C:4]([Cl:9])[CH:3]=1, predict the reactants needed to synthesize it. The reactants are: [Br:1][C:2]1[CH:7]=[CH:6][C:5]([CH3:8])=[C:4]([Cl:9])[CH:3]=1.[Br:10]N1C(=O)CCC1=O. (5) Given the product [CH3:11][C:12]1[CH:21]=[C:20]([CH3:22])[CH:19]=[C:18]2[C:13]=1[CH2:14][CH2:15][CH:16]([C:6]([O:7][CH2:8][CH3:9])=[O:10])[C:17]2=[O:23], predict the reactants needed to synthesize it. The reactants are: [H-].[Na+].C(O[C:6](=[O:10])[O:7][CH2:8][CH3:9])C.[CH3:11][C:12]1[CH:21]=[C:20]([CH3:22])[CH:19]=[C:18]2[C:13]=1[CH2:14][CH2:15][CH2:16][C:17]2=[O:23].C(O)(=O)C. (6) Given the product [N:36]1([C:42]([O:44][CH:45]2[CH2:50][CH2:49][N:48]([C:2]3[CH:7]=[CH:6][C:5]([C:8]4[N:13]=[C:12]5[N:14]([CH2:27][O:28][CH2:29][CH2:30][Si:31]([CH3:34])([CH3:33])[CH3:32])[C:15]([O:17][C@@H:18]6[CH2:19][O:20][C@@H:21]7[C@H:25]([OH:26])[CH2:24][O:23][C@H:22]67)=[N:16][C:11]5=[CH:10][C:9]=4[Cl:35])=[CH:4][CH:3]=3)[CH2:47][CH2:46]2)=[O:43])[CH2:41][CH2:40][O:39][CH2:38][CH2:37]1, predict the reactants needed to synthesize it. The reactants are: Br[C:2]1[CH:7]=[CH:6][C:5]([C:8]2[N:13]=[C:12]3[N:14]([CH2:27][O:28][CH2:29][CH2:30][Si:31]([CH3:34])([CH3:33])[CH3:32])[C:15]([O:17][C@H:18]4[C@H:22]5[O:23][CH2:24][C@@H:25]([OH:26])[C@H:21]5[O:20][CH2:19]4)=[N:16][C:11]3=[CH:10][C:9]=2[Cl:35])=[CH:4][CH:3]=1.[N:36]1([C:42]([O:44][CH:45]2[CH2:50][CH2:49][NH:48][CH2:47][CH2:46]2)=[O:43])[CH2:41][CH2:40][O:39][CH2:38][CH2:37]1. (7) Given the product [CH3:1][CH:2]([C:5]1[C:9]([CH2:10][CH2:11][CH2:12][OH:13])=[CH:8][N:7]([C:17]2[CH:22]=[CH:21][C:20]([C:23]([F:26])([F:24])[F:25])=[CH:19][N:18]=2)[N:6]=1)[CH2:3][CH3:4], predict the reactants needed to synthesize it. The reactants are: [CH3:1][CH:2]([C:5]1[C:9]([CH2:10][CH2:11][C:12](OCC)=[O:13])=[CH:8][N:7]([C:17]2[CH:22]=[CH:21][C:20]([C:23]([F:26])([F:25])[F:24])=[CH:19][N:18]=2)[N:6]=1)[CH2:3][CH3:4].[H-].C([Al+]CC(C)C)C(C)C.Cl. (8) Given the product [N:14]1[C:13]2[NH:9][CH:10]=[CH:11][C:12]=2[C:17]([C:18]2[CH:19]=[N:20][N:21]([C:23]3([CH2:27][C:28]#[N:29])[CH2:24][O:25][CH2:26]3)[CH:22]=2)=[CH:16][N:15]=1, predict the reactants needed to synthesize it. The reactants are: C(OC[N:9]1[C:13]2[N:14]=[N:15][CH:16]=[C:17]([C:18]3[CH:19]=[N:20][N:21]([C:23]4([CH2:27][C:28]#[N:29])[CH2:26][O:25][CH2:24]4)[CH:22]=3)[C:12]=2[CH:11]=[CH:10]1)(=O)C(C)(C)C.[OH-].[Na+].